This data is from NCI-60 drug combinations with 297,098 pairs across 59 cell lines. The task is: Regression. Given two drug SMILES strings and cell line genomic features, predict the synergy score measuring deviation from expected non-interaction effect. (1) Drug 2: C1=CC=C(C=C1)NC(=O)CCCCCCC(=O)NO. Drug 1: CCC1=C2CN3C(=CC4=C(C3=O)COC(=O)C4(CC)O)C2=NC5=C1C=C(C=C5)O. Cell line: EKVX. Synergy scores: CSS=17.3, Synergy_ZIP=-5.31, Synergy_Bliss=-4.71, Synergy_Loewe=-2.49, Synergy_HSA=-3.02. (2) Drug 1: CCC(=C(C1=CC=CC=C1)C2=CC=C(C=C2)OCCN(C)C)C3=CC=CC=C3.C(C(=O)O)C(CC(=O)O)(C(=O)O)O. Drug 2: CCC1(CC2CC(C3=C(CCN(C2)C1)C4=CC=CC=C4N3)(C5=C(C=C6C(=C5)C78CCN9C7C(C=CC9)(C(C(C8N6C)(C(=O)OC)O)OC(=O)C)CC)OC)C(=O)OC)O.OS(=O)(=O)O. Cell line: HOP-62. Synergy scores: CSS=13.3, Synergy_ZIP=6.88, Synergy_Bliss=1.23, Synergy_Loewe=0.811, Synergy_HSA=-3.07. (3) Drug 1: C1=CC(=C2C(=C1NCCNCCO)C(=O)C3=C(C=CC(=C3C2=O)O)O)NCCNCCO. Drug 2: C1=NC2=C(N1)C(=S)N=CN2. Cell line: NCI-H322M. Synergy scores: CSS=23.0, Synergy_ZIP=-13.9, Synergy_Bliss=-16.9, Synergy_Loewe=-19.1, Synergy_HSA=-13.8. (4) Drug 1: CS(=O)(=O)OCCCCOS(=O)(=O)C. Drug 2: CC1C(C(CC(O1)OC2CC(CC3=C2C(=C4C(=C3O)C(=O)C5=CC=CC=C5C4=O)O)(C(=O)C)O)N)O. Cell line: UACC62. Synergy scores: CSS=56.6, Synergy_ZIP=-3.29, Synergy_Bliss=-2.73, Synergy_Loewe=-47.1, Synergy_HSA=-1.79.